From a dataset of Catalyst prediction with 721,799 reactions and 888 catalyst types from USPTO. Predict which catalyst facilitates the given reaction. (1) Product: [CH:1]1([N:4]2[C:13](=[O:14])[C:12]3[C:7](=[CH:8][CH:9]=[CH:10][CH:11]=3)[N:6]([CH2:15][C:16]3[N:20]([CH2:21][CH2:22][CH:23]([CH3:25])[CH3:24])[C:19]4[CH:26]=[CH:27][C:28]([CH2:30][OH:31])=[CH:29][C:18]=4[N:17]=3)[C:5]2=[O:33])[CH2:3][CH2:2]1. Reactant: [CH:1]1([N:4]2[C:13](=[O:14])[C:12]3[C:7](=[CH:8][CH:9]=[CH:10][CH:11]=3)[N:6]([CH2:15][C:16]3[N:20]([CH2:21][CH2:22][CH:23]([CH3:25])[CH3:24])[C:19]4[CH:26]=[CH:27][C:28]([C:30](O)=[O:31])=[CH:29][C:18]=4[N:17]=3)[C:5]2=[O:33])[CH2:3][CH2:2]1.CN1CCOCC1.ClC(OCC(C)C)=O.[BH4-].[Na+]. The catalyst class is: 34. (2) Reactant: C1(P(C2CCCCC2)C2C=CC=CC=2C2C(C(C)C)=CC(C(C)C)=CC=2C(C)C)CCCCC1.[O:35]1[CH2:40][CH2:39][N:38]([C:41]2[C:46]([NH2:47])=[CH:45][C:44]([N:48]3[CH2:53][CH2:52][O:51][CH2:50][CH2:49]3)=[CH:43][N:42]=2)[CH2:37][CH2:36]1.Cl[C:55]1[C:64]2[C:59](=[C:60]([Cl:66])[C:61]([F:65])=[CH:62][CH:63]=2)[N:58]=[C:57]([C:67]2[CH:72]=[CH:71][CH:70]=[CH:69][N:68]=2)[C:56]=1[CH3:73].CC(C)([O-])C.[Na+]. Product: [Cl:66][C:60]1[C:61]([F:65])=[CH:62][CH:63]=[C:64]2[C:59]=1[N:58]=[C:57]([C:67]1[CH:72]=[CH:71][CH:70]=[CH:69][N:68]=1)[C:56]([CH3:73])=[C:55]2[NH:47][C:46]1[C:41]([N:38]2[CH2:39][CH2:40][O:35][CH2:36][CH2:37]2)=[N:42][CH:43]=[C:44]([N:48]2[CH2:49][CH2:50][O:51][CH2:52][CH2:53]2)[CH:45]=1. The catalyst class is: 101. (3) Reactant: [CH3:1]C(C)([O-])C.[K+].[I-].C[S+](C)C.[CH3:12][CH:13]([CH3:22])[C:14]([C:16]1[CH:21]=[CH:20][N:19]=[CH:18][CH:17]=1)=[O:15]. Product: [CH:13]([C:14]1([C:16]2[CH:21]=[CH:20][N:19]=[CH:18][CH:17]=2)[CH2:1][O:15]1)([CH3:22])[CH3:12]. The catalyst class is: 6. (4) Reactant: C[O:2][C:3](=[O:32])[CH2:4][N:5]1[C:13]2[C:8](=[CH:9][C:10]([Cl:14])=[CH:11][CH:12]=2)[C:7]([CH2:16][C:17]2([S:23]([C:26]3[CH:31]=[CH:30][CH:29]=[CH:28][CH:27]=3)(=[O:25])=[O:24])[CH:22]=[CH:21][CH:20]=[CH:19][NH:18]2)([CH3:15])[CH2:6]1.[OH-].[Na+].Cl. Product: [Cl:14][C:10]1[CH:9]=[C:8]2[C:13](=[CH:12][CH:11]=1)[N:5]([CH2:4][C:3]([OH:32])=[O:2])[CH2:6][C:7]2([CH2:16][C:17]1([S:23]([C:26]2[CH:27]=[CH:28][CH:29]=[CH:30][CH:31]=2)(=[O:25])=[O:24])[CH:22]=[CH:21][CH:20]=[CH:19][NH:18]1)[CH3:15]. The catalyst class is: 7. (5) Reactant: FC(F)(F)C(O)=O.C(OC([NH:15][C:16]1[CH:21]=[CH:20][CH:19]=[CH:18][C:17]=1[C:22]1[CH:31]=[CH:30][C:29]2[NH:28][C:27](=[O:32])[C:26]3[NH:33][CH:34]=[CH:35][C:25]=3[C:24]=2[CH:23]=1)=O)(C)(C)C.[CH2:36]([C:38]([O-:40])=[O:39])[CH3:37]. Product: [NH2:15][C:16]1[CH:21]=[CH:20][CH:19]=[CH:18][C:17]=1[C:22]1[CH:31]=[CH:30][C:29]2[NH:28][C:27](=[O:32])[C:26]3[NH:33][CH:34]=[CH:35][C:25]=3[C:24]=2[CH:23]=1.[CH2:36]([C:38]([O-:40])=[O:39])[CH3:37]. The catalyst class is: 68.